Dataset: Reaction yield outcomes from USPTO patents with 853,638 reactions. Task: Predict the reaction yield, written as a fraction of the theoretical maximum amount of product (1.0 means a 100% yield; for example, 0.34 means a 34% yield). (1) The reactants are [F:1][CH2:2][CH2:3][CH2:4][C:5]1[CH:10]=[CH:9][C:8]([C:11]2[CH:12]=[N:13][CH:14]=[CH:15][C:16]=2[N+:17]([O-])=O)=[CH:7][CH:6]=1. The catalyst is P(OCC)(OCC)(OCC)=O. The product is [F:1][CH2:2][CH2:3][CH2:4][C:5]1[CH:10]=[CH:9][C:8]2[C:11]3[CH:12]=[N:13][CH:14]=[CH:15][C:16]=3[NH:17][C:7]=2[CH:6]=1. The yield is 0.280. (2) The reactants are Cl.[Br:2][C:3]1[CH:10]=[CH:9][C:6]([CH2:7][NH2:8])=[CH:5][CH:4]=1.O.C(N(CC)CC)C.[C:19](ON1C(=O)CCC1=O)([O:21][CH2:22][CH2:23][Si:24]([CH3:27])([CH3:26])[CH3:25])=[O:20]. The catalyst is CN(C=O)C.CCOC(C)=O. The product is [Br:2][C:3]1[CH:10]=[CH:9][C:6]([CH2:7][NH:8][C:19](=[O:20])[O:21][CH2:22][CH2:23][Si:24]([CH3:27])([CH3:26])[CH3:25])=[CH:5][CH:4]=1. The yield is 0.790. (3) The reactants are CC1C=CC(S(OCC2CC3C(C)=C(Cl)C=C(C(C)C)C=3O2)(=O)=O)=CC=1.[N-]=[N+]=[N-].[Na+].N(CC1CC2C=C(Cl)C=C(C3C=CSC=3)C=2O1)=[N+]=[N-].[N:50]([CH2:53][CH:54]1[CH2:58][C:57]2[C:59]([CH3:67])=[C:60]([Cl:66])[CH:61]=[C:62]([CH:63]([CH3:65])[CH3:64])[C:56]=2[O:55]1)=[N+]=[N-].C1(P(C2C=CC=CC=2)C2C=CC=CC=2)C=CC=CC=1.Cl. The catalyst is O1CCCC1.C(O)(C)C.O. The product is [Cl:66][C:60]1[CH:61]=[C:62]([CH:63]([CH3:65])[CH3:64])[C:56]2[O:55][CH:54]([CH2:53][NH2:50])[CH2:58][C:57]=2[C:59]=1[CH3:67]. The yield is 0.880. (4) The yield is 0.710. The reactants are [F:1][CH:2]([F:37])[C:3]1[N:7]([C:8]2[N:13]=[C:12]([N:14]3[CH2:19][CH2:18][O:17][CH2:16][CH2:15]3)[N:11]=[C:10](N3CCNCC3)[N:9]=2)[C:6]2[CH:26]=[CH:27][CH:28]=[C:29]([O:30][CH2:31][CH2:32][CH2:33][N:34]([CH3:36])[CH3:35])[C:5]=2[N:4]=1.[CH3:38][S:39]([Cl:42])(=[O:41])=[O:40].[C:43]([O-:46])([O-])=O.[K+].[K+].Cl. The catalyst is C(Cl)Cl.CO.C(Cl)Cl.CCOC(C)=O. The product is [ClH:42].[F:1][CH:2]([F:37])[C:3]1[N:7]([C:8]2[N:9]=[C:10]([O:46][CH:43]3[CH2:6][CH2:5][N:4]([S:39]([CH3:38])(=[O:41])=[O:40])[CH2:3][CH2:2]3)[N:11]=[C:12]([N:14]3[CH2:19][CH2:18][O:17][CH2:16][CH2:15]3)[N:13]=2)[C:6]2[CH:26]=[CH:27][CH:28]=[C:29]([O:30][CH2:31][CH2:32][CH2:33][N:34]([CH3:36])[CH3:35])[C:5]=2[N:4]=1. (5) The reactants are [CH3:1][CH:2]1[CH:6]([CH3:7])[O:5][S:4](=[O:8])[N:3]1[C:9]([O:11][C:12]([CH3:15])([CH3:14])[CH3:13])=[O:10].I([O-])(=O)(=O)=[O:17].[Na+].Cl. The catalyst is C(#N)C.O. The product is [CH3:1][CH:2]1[CH:6]([CH3:7])[O:5][S:4](=[O:17])(=[O:8])[N:3]1[C:9]([O:11][C:12]([CH3:13])([CH3:15])[CH3:14])=[O:10]. The yield is 0.850.